This data is from Forward reaction prediction with 1.9M reactions from USPTO patents (1976-2016). The task is: Predict the product of the given reaction. (1) Given the reactants BrC1C=CC2OC3C(=O)NC(C4CCNCC4)=NC=3C=2C=1.BrC1C=CC2OC3C(=O)NC(C4CCN(C(OC(C)(C)C)=O)CC4)=NC=3C=2C=1.[Br:50][C:51]1[CH:52]=[CH:53][C:54]2[O:63][C:62]3[C:61](=[O:64])[NH:60][C:59]([C@@H:65]4[CH2:69][C@@H:68]([OH:70])[CH2:67][N:66]4C(OC(C)(C)C)=O)=[N:58][C:57]=3[C:55]=2[CH:56]=1, predict the reaction product. The product is: [Br:50][C:51]1[CH:52]=[CH:53][C:54]2[O:63][C:62]3[C:61](=[O:64])[NH:60][C:59]([C@@H:65]4[CH2:69][C@@H:68]([OH:70])[CH2:67][NH:66]4)=[N:58][C:57]=3[C:55]=2[CH:56]=1. (2) Given the reactants Br[CH2:2][C:3]([C:5]1[CH:10]=[CH:9][CH:8]=[CH:7][CH:6]=1)=O.[NH2:11][C:12]1[CH:17]=[CH:16][C:15]([Br:18])=[CH:14][N:13]=1.C(=O)([O-])O.[Na+], predict the reaction product. The product is: [Br:18][C:15]1[CH:16]=[CH:17][C:12]2[N:13]([CH:2]=[C:3]([C:5]3[CH:10]=[CH:9][CH:8]=[CH:7][CH:6]=3)[N:11]=2)[CH:14]=1. (3) Given the reactants O.I.[CH2:3]([O:5][C:6]([C:8]12[C:20](=[O:21])[CH:12]([C:13]3[CH:19]=[CH:18][CH:17]=[CH:16][C:14]=3[CH2:15]1)[CH2:11][NH:10][CH2:9]2)=[O:7])[CH3:4].[C:22]1([N:28]=[C:29]=[O:30])[CH:27]=[CH:26][CH:25]=[CH:24][CH:23]=1, predict the reaction product. The product is: [CH2:3]([O:5][C:6]([C:8]12[C:20](=[O:21])[CH:12]([C:13]3[CH:19]=[CH:18][CH:17]=[CH:16][C:14]=3[CH2:15]1)[CH2:11][N:10]([C:29]([NH:28][C:22]1[CH:27]=[CH:26][CH:25]=[CH:24][CH:23]=1)=[O:30])[CH2:9]2)=[O:7])[CH3:4]. (4) Given the reactants [OH-].[K+].[CH3:3][C:4]1[C:12]2[C:7](=[CH:8][CH:9]=[C:10]([CH:13]=O)[CH:11]=2)[NH:6][N:5]=1.[C:15]([C:18]1[CH:23]=[CH:22][C:21]([NH:24]C(=O)C)=[CH:20][C:19]=1[CH3:28])(=[O:17])[CH3:16].Cl.C([O-])(O)=O.[Na+], predict the reaction product. The product is: [NH2:24][C:21]1[CH:22]=[CH:23][C:18]([C:15](=[O:17])/[CH:16]=[CH:13]/[C:10]2[CH:11]=[C:12]3[C:7](=[CH:8][CH:9]=2)[NH:6][N:5]=[C:4]3[CH3:3])=[C:19]([CH3:28])[CH:20]=1.